Dataset: Reaction yield outcomes from USPTO patents with 853,638 reactions. Task: Predict the reaction yield, written as a fraction of the theoretical maximum amount of product (1.0 means a 100% yield; for example, 0.34 means a 34% yield). The reactants are [CH3:1][S:2][C:3]1[CH:8]=[CH:7][C:6]([N:9]([CH2:14][C:15]([O:17]C(C)(C)C)=[O:16])[S:10]([CH3:13])(=[O:12])=[O:11])=[CH:5][CH:4]=1. The catalyst is Cl.O1CCOCC1.O. The product is [CH3:1][S:2][C:3]1[CH:8]=[CH:7][C:6]([N:9]([CH2:14][C:15]([OH:17])=[O:16])[S:10]([CH3:13])(=[O:12])=[O:11])=[CH:5][CH:4]=1. The yield is 0.820.